From a dataset of Full USPTO retrosynthesis dataset with 1.9M reactions from patents (1976-2016). Predict the reactants needed to synthesize the given product. (1) The reactants are: [O:1]=[C:2]1[N:6]([C@H:7]2[C@H:12]([OH:13])[CH2:11][CH2:10][N:9]([C:14]([O:16][C:17]([CH3:20])([CH3:19])[CH3:18])=[O:15])[CH2:8]2)[C:5](=[O:21])[CH2:4][S:3]1.[Cl:22][C:23]1[CH:40]=[CH:39][C:26]([CH2:27][N:28]2[C:36]3[C:31](=[CH:32][C:33]([CH:37]=O)=[CH:34][CH:35]=3)[CH:30]=[N:29]2)=[C:25]([C:41]([F:44])([F:43])[F:42])[CH:24]=1. Given the product [C:17]([O:16][C:14]([N:9]1[CH2:10][CH2:11][CH:12]([OH:13])[CH:7]([N:6]2[C:5](=[O:21])/[C:4](=[CH:37]/[C:33]3[CH:32]=[C:31]4[C:36](=[CH:35][CH:34]=3)[N:28]([CH2:27][C:26]3[CH:39]=[CH:40][C:23]([Cl:22])=[CH:24][C:25]=3[C:41]([F:44])([F:42])[F:43])[N:29]=[CH:30]4)/[S:3][C:2]2=[O:1])[CH2:8]1)=[O:15])([CH3:18])([CH3:20])[CH3:19], predict the reactants needed to synthesize it. (2) Given the product [CH2:25]([O:24][C:22](=[O:23])[NH:1][C:2]1[CH:10]=[C:9]2[C:5]([C:6]([C:19]#[N:20])=[CH:7][N:8]2[C:11]2[CH:12]=[CH:13][C:14]([O:17][CH3:18])=[CH:15][CH:16]=2)=[CH:4][CH:3]=1)[CH2:26][CH3:27], predict the reactants needed to synthesize it. The reactants are: [NH2:1][C:2]1[CH:10]=[C:9]2[C:5]([C:6]([C:19]#[N:20])=[CH:7][N:8]2[C:11]2[CH:16]=[CH:15][C:14]([O:17][CH3:18])=[CH:13][CH:12]=2)=[CH:4][CH:3]=1.Cl[C:22]([O:24][CH2:25][CH2:26][CH3:27])=[O:23].C(N(CC)CC)C.